Dataset: CYP2D6 inhibition data for predicting drug metabolism from PubChem BioAssay. Task: Regression/Classification. Given a drug SMILES string, predict its absorption, distribution, metabolism, or excretion properties. Task type varies by dataset: regression for continuous measurements (e.g., permeability, clearance, half-life) or binary classification for categorical outcomes (e.g., BBB penetration, CYP inhibition). Dataset: cyp2d6_veith. (1) The molecule is Cc1cc(C(=O)O)c(=O)[nH]c1C. The result is 0 (non-inhibitor). (2) The drug is Cc1cc(C(F)(F)F)nn1CC(=O)Nc1cccnc1. The result is 1 (inhibitor).